From a dataset of Catalyst prediction with 721,799 reactions and 888 catalyst types from USPTO. Predict which catalyst facilitates the given reaction. (1) Reactant: [C:1]1([OH:11])[C:10]2[C:5](=[CH:6][CH:7]=[CH:8][CH:9]=2)[CH:4]=[CH:3][N:2]=1.[Br:12]N1C(=O)CCC1=O. Product: [Br:12][C:4]1[C:5]2[C:10](=[CH:9][CH:8]=[CH:7][CH:6]=2)[C:1](=[O:11])[NH:2][CH:3]=1. The catalyst class is: 23. (2) Reactant: [CH3:1][O:2][C:3](=[O:13])[CH2:4][C:5]1[CH:10]=[CH:9][CH:8]=[C:7]([Br:11])[C:6]=1[OH:12].[C:14]([O-])([O-])=O.[K+].[K+].CI. Product: [CH3:1][O:2][C:3](=[O:13])[CH2:4][C:5]1[CH:10]=[CH:9][CH:8]=[C:7]([Br:11])[C:6]=1[O:12][CH3:14]. The catalyst class is: 173.